Dataset: NCI-60 drug combinations with 297,098 pairs across 59 cell lines. Task: Regression. Given two drug SMILES strings and cell line genomic features, predict the synergy score measuring deviation from expected non-interaction effect. (1) Drug 1: CC1C(C(=O)NC(C(=O)N2CCCC2C(=O)N(CC(=O)N(C(C(=O)O1)C(C)C)C)C)C(C)C)NC(=O)C3=C4C(=C(C=C3)C)OC5=C(C(=O)C(=C(C5=N4)C(=O)NC6C(OC(=O)C(N(C(=O)CN(C(=O)C7CCCN7C(=O)C(NC6=O)C(C)C)C)C)C(C)C)C)N)C. Drug 2: CN1C2=C(C=C(C=C2)N(CCCl)CCCl)N=C1CCCC(=O)O.Cl. Cell line: RXF 393. Synergy scores: CSS=0.190, Synergy_ZIP=-0.136, Synergy_Bliss=-1.27, Synergy_Loewe=0.0251, Synergy_HSA=-2.58. (2) Drug 1: C1=NC2=C(N=C(N=C2N1C3C(C(C(O3)CO)O)O)F)N. Drug 2: C1=NC2=C(N=C(N=C2N1C3C(C(C(O3)CO)O)F)Cl)N. Cell line: OVCAR-8. Synergy scores: CSS=25.9, Synergy_ZIP=0.0413, Synergy_Bliss=4.24, Synergy_Loewe=-39.9, Synergy_HSA=2.61. (3) Drug 1: CC1C(C(CC(O1)OC2CC(OC(C2O)C)OC3=CC4=CC5=C(C(=O)C(C(C5)C(C(=O)C(C(C)O)O)OC)OC6CC(C(C(O6)C)O)OC7CC(C(C(O7)C)O)OC8CC(C(C(O8)C)O)(C)O)C(=C4C(=C3C)O)O)O)O. Drug 2: CCCCC(=O)OCC(=O)C1(CC(C2=C(C1)C(=C3C(=C2O)C(=O)C4=C(C3=O)C=CC=C4OC)O)OC5CC(C(C(O5)C)O)NC(=O)C(F)(F)F)O. Cell line: UACC62. Synergy scores: CSS=90.4, Synergy_ZIP=19.2, Synergy_Bliss=17.8, Synergy_Loewe=-3.45, Synergy_HSA=19.4. (4) Drug 1: CC1C(C(CC(O1)OC2CC(CC3=C2C(=C4C(=C3O)C(=O)C5=C(C4=O)C(=CC=C5)OC)O)(C(=O)CO)O)N)O.Cl. Drug 2: CN(CCCl)CCCl.Cl. Cell line: KM12. Synergy scores: CSS=33.1, Synergy_ZIP=-5.78, Synergy_Bliss=-2.70, Synergy_Loewe=-6.96, Synergy_HSA=0.244. (5) Drug 1: C1C(C(OC1N2C=NC3=C2NC=NCC3O)CO)O. Drug 2: CC1CCCC2(C(O2)CC(NC(=O)CC(C(C(=O)C(C1O)C)(C)C)O)C(=CC3=CSC(=N3)C)C)C. Cell line: U251. Synergy scores: CSS=45.2, Synergy_ZIP=8.12, Synergy_Bliss=1.98, Synergy_Loewe=-33.0, Synergy_HSA=-7.07. (6) Drug 1: C1CCC(C1)C(CC#N)N2C=C(C=N2)C3=C4C=CNC4=NC=N3. Drug 2: CCCCC(=O)OCC(=O)C1(CC(C2=C(C1)C(=C3C(=C2O)C(=O)C4=C(C3=O)C=CC=C4OC)O)OC5CC(C(C(O5)C)O)NC(=O)C(F)(F)F)O. Cell line: OVCAR-5. Synergy scores: CSS=-4.86, Synergy_ZIP=2.15, Synergy_Bliss=1.29, Synergy_Loewe=-4.34, Synergy_HSA=-3.01.